Predict which catalyst facilitates the given reaction. From a dataset of Catalyst prediction with 721,799 reactions and 888 catalyst types from USPTO. (1) Reactant: [Cl:1][CH2:2][CH2:3][N:4]=[C:5]=[O:6].[CH:7]1([C:10]2[CH:15]=[CH:14][N:13]=[CH:12][C:11]=2[NH2:16])[CH2:9][CH2:8]1.CO. Product: [Cl:1][CH2:2][CH2:3][NH:4][C:5]([NH:16][C:11]1[CH:12]=[N:13][CH:14]=[CH:15][C:10]=1[CH:7]1[CH2:9][CH2:8]1)=[O:6]. The catalyst class is: 648. (2) Reactant: [NH2:1][C:2]1[CH:6]=[C:5]([C:7]2[CH:12]=[CH:11][CH:10]=[CH:9][C:8]=2[CH3:13])[NH:4][N:3]=1.[OH-].[K+].[C:16](O[C:16]([O:18][C:19]([CH3:22])([CH3:21])[CH3:20])=[O:17])([O:18][C:19]([CH3:22])([CH3:21])[CH3:20])=[O:17]. Product: [C:19]([O:18][C:16]([N:4]1[C:5]([C:7]2[CH:12]=[CH:11][CH:10]=[CH:9][C:8]=2[CH3:13])=[CH:6][C:2]([NH2:1])=[N:3]1)=[O:17])([CH3:22])([CH3:21])[CH3:20]. The catalyst class is: 2. (3) Reactant: [C:1]([C:4]1[CH:5]=[CH:6][C:7]2[NH:8][C:9]3[C:14]([C:15]=2[CH:16]=1)=[CH:13][CH:12]=[CH:11][CH:10]=3)(=[O:3])[CH3:2].C(P(CCCC)CCCC)CCC.CN(C)C(N=NC(N(C)C)=O)=O.[F:42][CH:43]([CH3:46])[CH2:44]O. Product: [F:42][CH:43]([CH3:46])[CH2:44][N:8]1[C:7]2[CH:6]=[CH:5][C:4]([C:1](=[O:3])[CH3:2])=[CH:16][C:15]=2[C:14]2[C:9]1=[CH:10][CH:11]=[CH:12][CH:13]=2. The catalyst class is: 11. (4) Reactant: [Cl:1][C:2]1[CH:11]=[C:10]2[C:5]([C:6]([NH:12][C@H:13]3[CH2:18][CH2:17][C@@H:16]([NH2:19])[CH2:15][CH2:14]3)=[CH:7][CH:8]=[N:9]2)=[CH:4][CH:3]=1.[CH:20]([C:22]1[CH:30]=[C:29]2[C:25]([CH:26]=[CH:27][NH:28]2)=[CH:24][CH:23]=1)=O.C([BH3-])#N.O1CCCC1. Product: [Cl:1][C:2]1[CH:11]=[C:10]2[C:5]([C:6]([NH:12][C@H:13]3[CH2:14][CH2:15][C@@H:16]([NH:19][CH2:20][C:22]4[CH:30]=[C:29]5[C:25]([CH:26]=[CH:27][NH:28]5)=[CH:24][CH:23]=4)[CH2:17][CH2:18]3)=[CH:7][CH:8]=[N:9]2)=[CH:4][CH:3]=1. The catalyst class is: 15. (5) The catalyst class is: 148. Product: [O:1]1[C:5]2[CH:6]=[CH:7][CH:8]=[CH:9][C:4]=2[CH:3]=[C:2]1[C:10]([NH:12][C:13]1([C:19]([NH:21][CH:22]2[CH2:27][CH2:26][N:25]([C:28]3[CH:33]=[C:32]([F:34])[CH:31]=[CH:30][C:29]=3[N:35]3[CH:39]=[CH:38][CH:37]=[CH:36]3)[CH2:24][C:23]2=[O:40])=[O:20])[CH2:14][CH2:15][CH2:16][CH2:17][CH2:18]1)=[O:11]. Reactant: [O:1]1[C:5]2[CH:6]=[CH:7][CH:8]=[CH:9][C:4]=2[CH:3]=[C:2]1[C:10]([NH:12][C:13]1([C:19]([NH:21][CH:22]2[CH2:27][CH2:26][N:25]([C:28]3[CH:33]=[C:32]([F:34])[CH:31]=[CH:30][C:29]=3[N:35]3[CH:39]=[CH:38][CH:37]=[CH:36]3)[CH2:24][CH:23]2[OH:40])=[O:20])[CH2:18][CH2:17][CH2:16][CH2:15][CH2:14]1)=[O:11].C(N(CC)CC)C. (6) Product: [F:15][C:16]1[C:23]([F:24])=[CH:22][CH:21]=[CH:20][C:17]=1[CH2:18][S:1][C:2]1[N:7]=[C:6]([OH:8])[CH:5]=[C:4]([OH:9])[N:3]=1. Reactant: [SH:1][C:2]1[N:7]=[C:6]([OH:8])[CH:5]=[C:4]([OH:9])[N:3]=1.C([O-])(=O)C.[Na+].[F:15][C:16]1[C:23]([F:24])=[CH:22][CH:21]=[CH:20][C:17]=1[CH2:18]Br. The catalyst class is: 192. (7) Reactant: [F:1][C:2]1[CH:7]=[CH:6][CH:5]=[C:4]([CH3:8])[N:3]=1.C([Li])CCC.[O:14]=[C:15]1[CH2:18][N:17]([C:19]([O:21][C:22]([CH3:25])([CH3:24])[CH3:23])=[O:20])[CH2:16]1. Product: [F:1][C:2]1[N:3]=[C:4]([CH2:8][C:15]2([OH:14])[CH2:16][N:17]([C:19]([O:21][C:22]([CH3:24])([CH3:23])[CH3:25])=[O:20])[CH2:18]2)[CH:5]=[CH:6][CH:7]=1. The catalyst class is: 134.